This data is from Catalyst prediction with 721,799 reactions and 888 catalyst types from USPTO. The task is: Predict which catalyst facilitates the given reaction. (1) Reactant: [C:1]([C:4]12[CH2:11][CH:10]3[CH2:12][C:6]([C:13]([OH:15])=[O:14])([CH2:7][CH:8]1[CH2:9]3)[CH2:5]2)(=[O:3])[CH3:2].[C:16](Cl)(=O)C. Product: [C:1]([C:4]12[CH2:11][CH:10]3[CH2:12][C:6]([C:13]([O:15][CH3:16])=[O:14])([CH2:7][CH:8]1[CH2:9]3)[CH2:5]2)(=[O:3])[CH3:2]. The catalyst class is: 5. (2) Reactant: [CH3:1][N:2]1[C:6]([C:7]([OH:9])=O)=[CH:5][N:4]=[N:3]1.CN(C)C=O.C(Cl)(=O)C(Cl)=O.[NH2:21][C:22]1[CH:23]=[C:24]([CH:41]=[CH:42][CH:43]=1)[O:25][C:26]1[CH:27]=[CH:28][C:29]2[N:30]([CH:32]=[C:33]([NH:35][C:36]([CH:38]3[CH2:40][CH2:39]3)=[O:37])[N:34]=2)[N:31]=1. Product: [CH:38]1([C:36]([NH:35][C:33]2[N:34]=[C:29]3[CH:28]=[CH:27][C:26]([O:25][C:24]4[CH:23]=[C:22]([NH:21][C:7]([C:6]5[N:2]([CH3:1])[N:3]=[N:4][CH:5]=5)=[O:9])[CH:43]=[CH:42][CH:41]=4)=[N:31][N:30]3[CH:32]=2)=[O:37])[CH2:39][CH2:40]1. The catalyst class is: 722. (3) Reactant: [F:1][C:2]1[CH:7]=[CH:6][CH:5]=[CH:4][C:3]=1[C:8]1[O:12][C:11]([CH2:13][N:14](C)[C:15](=O)OC(C)(C)C)=[CH:10][C:9]=1[S:23]([C:26]1[CH:31]=[CH:30][CH:29]=[CH:28][CH:27]=1)(=[O:25])=[O:24].C(OCC)(=O)C.[ClH:38]. Product: [ClH:38].[F:1][C:2]1[CH:7]=[CH:6][CH:5]=[CH:4][C:3]=1[C:8]1[O:12][C:11]([CH2:13][NH:14][CH3:15])=[CH:10][C:9]=1[S:23]([C:26]1[CH:31]=[CH:30][CH:29]=[CH:28][CH:27]=1)(=[O:24])=[O:25]. The catalyst class is: 336. (4) Reactant: Cl.Cl[C:3]1[N:8]=[CH:7][N:6]=[C:5]([NH:9][C:10]2[CH:15]=[CH:14][CH:13]=[C:12]([Cl:16])[CH:11]=2)[CH:4]=1.[CH:17]1([NH2:23])[CH2:22][CH2:21][CH2:20][CH2:19][CH2:18]1.CCN(C(C)C)C(C)C. Product: [Cl:16][C:12]1[CH:11]=[C:10]([NH:9][C:5]2[CH:4]=[C:3]([NH:23][CH:17]3[CH2:22][CH2:21][CH2:20][CH2:19][CH2:18]3)[N:8]=[CH:7][N:6]=2)[CH:15]=[CH:14][CH:13]=1. The catalyst class is: 114.